The task is: Predict the product of the given reaction.. This data is from Forward reaction prediction with 1.9M reactions from USPTO patents (1976-2016). (1) Given the reactants Br[C:2]1[CH:3]=[C:4]2[C:8](=[CH:9][CH:10]=1)[N:7]([C:11]([O:13][C:14]([CH3:17])([CH3:16])[CH3:15])=[O:12])[C:6]([C:18]([O:20][CH3:21])=[O:19])=[CH:5]2.C[O-].[CH2:24]([Sn+](CCCC)CCCC)[CH2:25][CH2:26]C.C(CC([O-])=[O:44])=CC(=C)C.C1(C)C=CC=CC=1P(C1C=CC=CC=1C)C1C=CC=CC=1C, predict the reaction product. The product is: [O:44]=[C:25]([CH3:26])[CH2:24][C:2]1[CH:3]=[C:4]2[C:8](=[CH:9][CH:10]=1)[N:7]([C:11]([O:13][C:14]([CH3:17])([CH3:16])[CH3:15])=[O:12])[C:6]([C:18]([O:20][CH3:21])=[O:19])=[CH:5]2. (2) Given the reactants [CH3:1][C:2]1[N:6]([C:7]2[CH:14]=[CH:13][CH:12]=[CH:11][C:8]=2[C:9]#[N:10])[N:5]=[N:4][N:3]=1.[ClH:15], predict the reaction product. The product is: [ClH:15].[CH3:1][C:2]1[N:6]([C:7]2[CH:14]=[CH:13][CH:12]=[CH:11][C:8]=2[CH2:9][NH2:10])[N:5]=[N:4][N:3]=1. (3) Given the reactants [Cl:1][C:2]1[CH:7]=[CH:6][C:5]([NH:8][C:9]2[N:14]=[C:13]([NH:15][CH3:16])[C:12]([N+:17]([O-])=O)=[CH:11][N:10]=2)=[CH:4][CH:3]=1.CN(C)C=O.[H][H], predict the reaction product. The product is: [Cl:1][C:2]1[CH:3]=[CH:4][C:5]([NH:8][C:9]2[N:14]=[C:13]([NH:15][CH3:16])[C:12]([NH2:17])=[CH:11][N:10]=2)=[CH:6][CH:7]=1. (4) Given the reactants C([O:4][C@H:5]1[CH2:22][CH2:21][C@@:20]2([CH3:23])[C@@H:7]([CH2:8][CH2:9][C@:10]3([CH3:52])[C@@H:19]2[CH2:18][CH2:17][C@H:16]2[C@@:11]3([CH3:51])[CH2:12][CH2:13][C@@:14]3([C:30]([NH:32][CH2:33][CH2:34][CH:35]4[O:40][C:39]([CH3:42])([CH3:41])[O:38][CH:37]([CH2:43][C:44]([O:46][C:47]([CH3:50])([CH3:49])[CH3:48])=[O:45])[CH2:36]4)=[O:31])[CH2:26][CH2:25][C@@H:24]([C:27]([CH3:29])=[CH2:28])[C@@H:15]32)[C:6]1([CH3:54])[CH3:53])(=O)C.C1COCC1.[OH-].[Na+], predict the reaction product. The product is: [OH:4][C@H:5]1[CH2:22][CH2:21][C@@:20]2([CH3:23])[C@@H:7]([CH2:8][CH2:9][C@:10]3([CH3:52])[C@@H:19]2[CH2:18][CH2:17][C@H:16]2[C@@:11]3([CH3:51])[CH2:12][CH2:13][C@@:14]3([C:30]([NH:32][CH2:33][CH2:34][CH:35]4[O:40][C:39]([CH3:41])([CH3:42])[O:38][CH:37]([CH2:43][C:44]([O:46][C:47]([CH3:50])([CH3:49])[CH3:48])=[O:45])[CH2:36]4)=[O:31])[CH2:26][CH2:25][C@@H:24]([C:27]([CH3:29])=[CH2:28])[C@@H:15]32)[C:6]1([CH3:54])[CH3:53]. (5) Given the reactants Br[C:2]1[N:7]2[CH:8]=[C:9]([CH:11]=[O:12])[N:10]=[C:6]2[C:5]([N:13]2[CH2:18][CH2:17][O:16][CH2:15][CH2:14]2)=[N:4][CH:3]=1.[C:19]([O:23][C:24]([C:26]1[CH:31]=[CH:30][C:29](B2OC(C)(C)C(C)(C)O2)=[CH:28][CH:27]=1)=[O:25])([CH3:22])([CH3:21])[CH3:20].C([O-])([O-])=O.[Na+].[Na+], predict the reaction product. The product is: [CH:11]([C:9]1[N:10]=[C:6]2[C:5]([N:13]3[CH2:18][CH2:17][O:16][CH2:15][CH2:14]3)=[N:4][CH:3]=[C:2]([C:29]3[CH:30]=[CH:31][C:26]([C:24]([O:23][C:19]([CH3:20])([CH3:21])[CH3:22])=[O:25])=[CH:27][CH:28]=3)[N:7]2[CH:8]=1)=[O:12]. (6) Given the reactants [CH2:1]([O:3][C:4]([C:6]1[N:7]([CH2:20][C:21]2[CH:26]=[CH:25][C:24]([N+:27]([O-])=O)=[CH:23][CH:22]=2)[C:8]2[C:13]([C:14]=1[C:15]1[S:16][CH:17]=[CH:18][CH:19]=1)=[CH:12][CH:11]=[CH:10][CH:9]=2)=[O:5])[CH3:2].C(O)(C(F)(F)F)=O, predict the reaction product. The product is: [CH2:1]([O:3][C:4]([C:6]1[N:7]([CH2:20][C:21]2[CH:26]=[CH:25][C:24]([NH2:27])=[CH:23][CH:22]=2)[C:8]2[C:13]([C:14]=1[C:15]1[S:16][CH:17]=[CH:18][CH:19]=1)=[CH:12][CH:11]=[CH:10][CH:9]=2)=[O:5])[CH3:2]. (7) Given the reactants [Cl:1][C:2]1[CH:3]=[C:4]([NH:10][C:11](=[O:19])OC2C=CC=CC=2)[CH:5]=[C:6]([F:9])[C:7]=1[F:8].FC(F)C1C=C(NC(=O)OC2C=CC=CC=2)C=CN=1.[CH3:39][C@H:40]1[CH2:45][N:44]2[N:46]=[CH:47][C:48]([N:49]3[CH2:54][CH2:53][O:52][CH2:51][C:50]3=[O:55])=[C:43]2[CH2:42][N:41]1C(OC(C)(C)C)=O.C[C@H]1CN2N=CC(N3CCCC3=O)=C2CN1C(OC(C)(C)C)=O, predict the reaction product. The product is: [Cl:1][C:2]1[CH:3]=[C:4]([NH:10][C:11]([N:41]2[C@@H:40]([CH3:39])[CH2:45][N:44]3[N:46]=[CH:47][C:48]([N:49]4[CH2:54][CH2:53][O:52][CH2:51][C:50]4=[O:55])=[C:43]3[CH2:42]2)=[O:19])[CH:5]=[C:6]([F:9])[C:7]=1[F:8].